From a dataset of Forward reaction prediction with 1.9M reactions from USPTO patents (1976-2016). Predict the product of the given reaction. Given the reactants [C:1]([O:5][C:6]([N:8]1[CH2:13][CH2:12][C:11](=[CH:14][C:15]2S[C:17]3[CH:23]=[CH:22][CH:21]=[CH:20][C:18]=3[CH:19]=2)[CH2:10][CH2:9]1)=[O:7])([CH3:4])([CH3:3])[CH3:2].[O:24]1C2C=CC=CC=2C=C1B(O)O, predict the reaction product. The product is: [C:1]([O:5][C:6]([N:8]1[CH2:13][CH2:12][C:11](=[CH:14][C:15]2[O:24][C:17]3[CH:23]=[CH:22][CH:21]=[CH:20][C:18]=3[CH:19]=2)[CH2:10][CH2:9]1)=[O:7])([CH3:4])([CH3:3])[CH3:2].